Dataset: Full USPTO retrosynthesis dataset with 1.9M reactions from patents (1976-2016). Task: Predict the reactants needed to synthesize the given product. (1) Given the product [NH2:18][C@H:7]1[C:8]2[C:13](=[CH:12][CH:11]=[C:10]([S:14]([CH3:17])(=[O:16])=[O:15])[CH:9]=2)[N:4]([C:1](=[O:3])[CH3:2])[C@@H:5]([CH:30]2[CH2:32][CH2:31]2)[C@@H:6]1[CH3:29], predict the reactants needed to synthesize it. The reactants are: [C:1]([N:4]1[C:13]2[C:8](=[CH:9][C:10]([S:14]([CH3:17])(=[O:16])=[O:15])=[CH:11][CH:12]=2)[C@H:7]([NH:18]C(=O)OCC2C=CC=CC=2)[C@@H:6]([CH3:29])[C@@H:5]1[CH:30]1[CH2:32][CH2:31]1)(=[O:3])[CH3:2]. (2) Given the product [Cl:1][C:2]1[N:3]=[N:4][C:5]([N:13]2[CH2:14][CH2:15][N:10]([CH3:9])[CH2:11][CH2:12]2)=[CH:6][CH:7]=1, predict the reactants needed to synthesize it. The reactants are: [Cl:1][C:2]1[N:3]=[N:4][C:5](Cl)=[CH:6][CH:7]=1.[CH3:9][N:10]1[CH2:15][CH2:14][NH:13][CH2:12][CH2:11]1.